From a dataset of NCI-60 drug combinations with 297,098 pairs across 59 cell lines. Regression. Given two drug SMILES strings and cell line genomic features, predict the synergy score measuring deviation from expected non-interaction effect. (1) Drug 1: CN(CC1=CN=C2C(=N1)C(=NC(=N2)N)N)C3=CC=C(C=C3)C(=O)NC(CCC(=O)O)C(=O)O. Drug 2: COCCOC1=C(C=C2C(=C1)C(=NC=N2)NC3=CC=CC(=C3)C#C)OCCOC.Cl. Cell line: ACHN. Synergy scores: CSS=20.4, Synergy_ZIP=-5.54, Synergy_Bliss=-7.03, Synergy_Loewe=-9.95, Synergy_HSA=-7.11. (2) Drug 1: CC12CCC3C(C1CCC2=O)CC(=C)C4=CC(=O)C=CC34C. Drug 2: CC=C1C(=O)NC(C(=O)OC2CC(=O)NC(C(=O)NC(CSSCCC=C2)C(=O)N1)C(C)C)C(C)C. Cell line: DU-145. Synergy scores: CSS=61.9, Synergy_ZIP=1.81, Synergy_Bliss=2.51, Synergy_Loewe=-15.7, Synergy_HSA=5.03.